From a dataset of Reaction yield outcomes from USPTO patents with 853,638 reactions. Predict the reaction yield, written as a fraction of the theoretical maximum amount of product (1.0 means a 100% yield; for example, 0.34 means a 34% yield). (1) The reactants are [F:1][C:2]1[CH:7]=[CH:6][CH:5]=[C:4]([F:8])[C:3]=1[N:9]1[C:14]2[N:15]=[C:16]([NH:28][CH2:29][CH2:30][N:31]([CH3:33])[CH3:32])[N:17]=[C:18]([C:19]3[CH:20]=[C:21]([CH:25]=[CH:26][CH:27]=3)[C:22]([OH:24])=O)[C:13]=2[CH2:12][NH:11][C:10]1=[O:34].[CH2:35]([NH2:38])[CH2:36][CH3:37].CN(C(ON1N=NC2C=CC=NC1=2)=[N+](C)C)C.F[P-](F)(F)(F)(F)F.C(N(C(C)C)CC)(C)C. The catalyst is C(Cl)Cl.O. The product is [F:8][C:4]1[CH:5]=[CH:6][CH:7]=[C:2]([F:1])[C:3]=1[N:9]1[C:14]2[N:15]=[C:16]([NH:28][CH2:29][CH2:30][N:31]([CH3:32])[CH3:33])[N:17]=[C:18]([C:19]3[CH:20]=[C:21]([CH:25]=[CH:26][CH:27]=3)[C:22]([NH:38][CH2:35][CH2:36][CH3:37])=[O:24])[C:13]=2[CH2:12][NH:11][C:10]1=[O:34]. The yield is 0.310. (2) The reactants are Br[C:2]1[CH:3]=[C:4]2[C:9](=[CH:10][CH:11]=1)[CH2:8][CH:7]([N:12]([CH2:20][C:21]1[N:26]=[CH:25][C:24]3[O:27][CH2:28][CH2:29][O:30][C:23]=3[CH:22]=1)[C:13](=[O:19])[O:14][C:15]([CH3:18])([CH3:17])[CH3:16])[CH2:6][CH2:5]2.[C:31](=[NH:44])([C:38]1[CH:43]=[CH:42][CH:41]=[CH:40][CH:39]=1)[C:32]1[CH:37]=[CH:36][CH:35]=[CH:34][CH:33]=1.CC(C)([O-])C.[Na+]. The catalyst is C1C=CC(/C=C/C(/C=C/C2C=CC=CC=2)=O)=CC=1.C1C=CC(/C=C/C(/C=C/C2C=CC=CC=2)=O)=CC=1.C1C=CC(/C=C/C(/C=C/C2C=CC=CC=2)=O)=CC=1.[Pd].[Pd]. The product is [O:30]1[C:23]2[CH:22]=[C:21]([CH2:20][N:12]([CH:7]3[CH2:6][CH2:5][C:4]4[C:9](=[CH:10][CH:11]=[C:2]([N:44]=[C:31]([C:32]5[CH:37]=[CH:36][CH:35]=[CH:34][CH:33]=5)[C:38]5[CH:43]=[CH:42][CH:41]=[CH:40][CH:39]=5)[CH:3]=4)[CH2:8]3)[C:13](=[O:19])[O:14][C:15]([CH3:16])([CH3:17])[CH3:18])[N:26]=[CH:25][C:24]=2[O:27][CH2:28][CH2:29]1. The yield is 0.990. (3) The reactants are [F:1][C:2]1[CH:7]=[CH:6][CH:5]=[CH:4][C:3]=1[CH2:8][C:9]([CH:11]1[CH2:16][CH2:15][N:14]([CH2:17][C:18]2[C:19](=[O:24])[NH:20][CH:21]=[CH:22][N:23]=2)[CH2:13][CH2:12]1)=[O:10].[BH4-].[Na+].O.ClCCl. The catalyst is CO. The product is [OH:10][CH:9]([CH:11]1[CH2:12][CH2:13][N:14]([CH2:17][C:18]2[C:19](=[O:24])[NH:20][CH:21]=[CH:22][N:23]=2)[CH2:15][CH2:16]1)[CH2:8][C:3]1[CH:4]=[CH:5][CH:6]=[CH:7][C:2]=1[F:1]. The yield is 0.560. (4) The reactants are [NH:1]1[CH2:6][CH2:5][NH:4][CH2:3][C:2]1=[O:7].[C:8]([O:12][C:13]([N:15]1[CH2:18][C:17](=O)[CH2:16]1)=[O:14])([CH3:11])([CH3:10])[CH3:9].C(OC)(OC)OC.C(O[BH-](OC(=O)C)OC(=O)C)(=O)C. The catalyst is CC(O)=O.ClCCCl. The yield is 0.280. The product is [C:8]([O:12][C:13]([N:15]1[CH2:18][CH:17]([N:4]2[CH2:5][CH2:6][NH:1][C:2](=[O:7])[CH2:3]2)[CH2:16]1)=[O:14])([CH3:11])([CH3:9])[CH3:10]. (5) The reactants are [Cl:1][C:2]1[CH:8]=[CH:7][C:6]([N+:9]([O-:11])=[O:10])=[CH:5][C:3]=1[NH2:4].C(NC(=O)CCCCCCCCCCCCCCCCC)C[NH:14]C(=O)CCCCCCCCCCCCCCCCC.Cl.N([O-])=O.[Na+].[OH-].[Na+].[CH3:61][C:62]([C:69]1[CH:74]=[CH:73][C:72]([OH:75])=[C:71]([C:76]([C:79]2[CH:84]=[CH:83][CH:82]=[CH:81][CH:80]=2)([CH3:78])[CH3:77])[CH:70]=1)([CH3:68])[CH2:63][C:64]([CH3:67])([CH3:66])[CH3:65].[OH-].[Ca+2].[OH-]. The catalyst is O.CO.C1(C)C(C)=CC=CC=1.C1(C)C=CC=CC=1. The product is [Cl:1][C:2]1[CH:8]=[CH:7][C:6]([N+:9]([O-:11])=[O:10])=[CH:5][C:3]=1[N:4]=[N:14][C:73]1[CH:74]=[C:69]([C:62]([CH3:61])([CH3:68])[CH2:63][C:64]([CH3:65])([CH3:66])[CH3:67])[CH:70]=[C:71]([C:76]([CH3:77])([C:79]2[CH:80]=[CH:81][CH:82]=[CH:83][CH:84]=2)[CH3:78])[C:72]=1[OH:75]. The yield is 0.590.